Predict which catalyst facilitates the given reaction. From a dataset of Catalyst prediction with 721,799 reactions and 888 catalyst types from USPTO. (1) Reactant: [NH2:1][C:2]1[CH:7]=[CH:6][C:5]([CH3:8])=[CH:4][N:3]=1.Br[CH2:10][C:11]([C:13]1[CH:22]=[CH:21][C:20]2[C:15](=[CH:16][CH:17]=[CH:18][CH:19]=2)[CH:14]=1)=O.[OH-].[Na+]. Product: [CH3:8][C:5]1[CH:6]=[CH:7][C:2]2[N:3]([CH:10]=[C:11]([C:13]3[CH:22]=[CH:21][C:20]4[C:15](=[CH:16][CH:17]=[CH:18][CH:19]=4)[CH:14]=3)[N:1]=2)[CH:4]=1. The catalyst class is: 8. (2) Reactant: [F:1][C:2]1[CH:7]=[C:6]([O:8][C:9]2[CH:14]=[CH:13][N:12]=[C:11]([NH:15][C:16]([N:18]3[CH2:23][CH2:22][CH:21]([N:24]4[CH2:29][CH2:28][N:27]([CH3:30])[CH2:26][CH2:25]4)[CH2:20][CH2:19]3)=[O:17])[CH:10]=2)[CH:5]=[CH:4][C:3]=1[NH:31][C:32]([C:34]1([C:37]([NH:39][C:40]2[CH:45]=[CH:44][C:43]([F:46])=[CH:42][CH:41]=2)=[O:38])[CH2:36][CH2:35]1)=[O:33].[C:47]([OH:56])(=[O:55])[C@@H:48]([C@H:50]([C:52]([OH:54])=[O:53])[OH:51])[OH:49].O. Product: [C:47]([OH:56])(=[O:55])[C@@H:48]([C@H:50]([C:52]([OH:54])=[O:53])[OH:51])[OH:49].[F:1][C:2]1[CH:7]=[C:6]([O:8][C:9]2[CH:14]=[CH:13][N:12]=[C:11]([NH:15][C:16]([N:18]3[CH2:19][CH2:20][CH:21]([N:24]4[CH2:29][CH2:28][N:27]([CH3:30])[CH2:26][CH2:25]4)[CH2:22][CH2:23]3)=[O:17])[CH:10]=2)[CH:5]=[CH:4][C:3]=1[NH:31][C:32]([C:34]1([C:37]([NH:39][C:40]2[CH:41]=[CH:42][C:43]([F:46])=[CH:44][CH:45]=2)=[O:38])[CH2:36][CH2:35]1)=[O:33]. The catalyst class is: 8. (3) Reactant: FC(F)(F)C(O)=[O:4].[NH2:8][CH:9]1[C:13]([CH3:15])([CH3:14])[CH:12]([CH2:16]I)[O:11][C:10]1=[O:18].[OH-].[K+].[C:21](O[C:21]([O:23][C:24]([CH3:27])([CH3:26])[CH3:25])=[O:22])([O:23][C:24]([CH3:27])([CH3:26])[CH3:25])=[O:22].[OH-].[Na+].Cl. Product: [C:24]([O:23][C:21]([N:8]1[CH2:16][CH:12]([OH:11])[C:13]([CH3:15])([CH3:14])[CH:9]1[C:10]([OH:18])=[O:4])=[O:22])([CH3:27])([CH3:26])[CH3:25]. The catalyst class is: 1. (4) The catalyst class is: 3. Reactant: [CH3:1][N:2]1[C:7](=[O:8])[C:6]2=[C:9]([NH:12][C:13]3[CH:18]=[CH:17][CH:16]=[CH:15][CH:14]=3)[NH:10][N:11]=[C:5]2[N:4]2[C@H:19]3[CH2:24][CH2:23][CH2:22][C@H:20]3[N:21]=[C:3]12.I[CH2:26][CH:27]1[CH2:32][CH2:31][O:30][CH2:29][CH2:28]1.C([O-])([O-])=O.[Cs+].[Cs+]. Product: [CH3:1][N:2]1[C:7](=[O:8])[C:6]2=[C:9]([NH:12][C:13]3[CH:18]=[CH:17][CH:16]=[CH:15][CH:14]=3)[N:10]([CH2:26][CH:27]3[CH2:32][CH2:31][O:30][CH2:29][CH2:28]3)[N:11]=[C:5]2[N:4]2[C@H:19]3[CH2:24][CH2:23][CH2:22][C@H:20]3[N:21]=[C:3]12. (5) Reactant: [CH3:1][C:2]1[CH:15]=[C:14]([N+:16]([O-:18])=[O:17])[CH:13]=[CH:12][C:3]=1[O:4][C:5]1[CH:6]=[C:7]([OH:11])[CH:8]=[CH:9][CH:10]=1.Br[CH2:20][CH2:21][O:22][CH3:23].C(=O)([O-])[O-].[K+].[K+]. Product: [CH3:23][O:22][CH2:21][CH2:20][O:11][C:7]1[CH:6]=[C:5]([CH:10]=[CH:9][CH:8]=1)[O:4][C:3]1[CH:12]=[CH:13][C:14]([N+:16]([O-:18])=[O:17])=[CH:15][C:2]=1[CH3:1]. The catalyst class is: 9. (6) Reactant: [F:1][C:2]([F:16])([F:15])[C:3]1([C:6]2[CH:14]=[CH:13][C:9]([C:10]([OH:12])=O)=[CH:8][CH:7]=2)[N:5]=[N:4]1.CN(C(ON1N=NC2C=CC=NC1=2)=[N+](C)C)C.F[P-](F)(F)(F)(F)F.CCN(C(C)C)C(C)C.FC(F)(F)C([O-])=O.[C:57]([C:59]#[C:60][C:61]1[CH:66]=[CH:65][C:64]([N:67]2[CH:71]=[C:70]([CH2:72][NH3+:73])[N:69]=[N:68]2)=[CH:63][CH:62]=1)#[N:58]. Product: [C:57]([C:59]#[C:60][C:61]1[CH:66]=[CH:65][C:64]([N:67]2[CH:71]=[C:70]([CH2:72][NH:73][C:10](=[O:12])[C:9]3[CH:8]=[CH:7][C:6]([C:3]4([C:2]([F:1])([F:16])[F:15])[N:4]=[N:5]4)=[CH:14][CH:13]=3)[N:69]=[N:68]2)=[CH:63][CH:62]=1)#[N:58]. The catalyst class is: 3. (7) Reactant: [OH:1][CH2:2][C:3]1[C:4]([C:23]2[CH:28]=[CH:27][C:26]([CH3:29])=[CH:25][CH:24]=2)=[C:5]([CH2:14][NH:15][C:16](=[O:22])[O:17][C:18]([CH3:21])([CH3:20])[CH3:19])[C:6]([CH2:10][CH:11]([CH3:13])[CH3:12])=[N:7][C:8]=1[CH3:9].C(N(CC)CC)C.[CH3:37][S:38](Cl)(=[O:40])=[O:39].C(=O)([O-])O.[Na+]. Product: [CH3:37][S:38]([O:1][CH2:2][C:3]1[C:8]([CH3:9])=[N:7][C:6]([CH2:10][CH:11]([CH3:13])[CH3:12])=[C:5]([CH2:14][NH:15][C:16]([O:17][C:18]([CH3:19])([CH3:20])[CH3:21])=[O:22])[C:4]=1[C:23]1[CH:24]=[CH:25][C:26]([CH3:29])=[CH:27][CH:28]=1)(=[O:40])=[O:39]. The catalyst class is: 7.